The task is: Predict which catalyst facilitates the given reaction.. This data is from Catalyst prediction with 721,799 reactions and 888 catalyst types from USPTO. (1) Reactant: [H-].[Na+].Br[C:4]1[C:5]([CH:9]=[O:10])=[N:6][NH:7][CH:8]=1.[CH3:11][Si:12]([CH3:19])([CH3:18])[CH2:13][CH2:14][O:15][CH2:16]Cl.O. Product: [CH3:11][Si:12]([CH3:19])([CH3:18])[CH2:13][CH2:14][O:15][CH2:16][N:7]1[CH:8]=[CH:4][C:5]([CH:9]=[O:10])=[N:6]1. The catalyst class is: 39. (2) The catalyst class is: 1. Reactant: [Cl:1][C:2]1[CH:12]=[CH:11][C:5]([CH2:6][NH:7][C:8](=O)[CH3:9])=[CH:4][CH:3]=1.B.CSC.Cl. Product: [Cl:1][C:2]1[CH:3]=[CH:4][C:5]([CH2:6][NH:7][CH2:8][CH3:9])=[CH:11][CH:12]=1. (3) Reactant: [CH3:1][C:2]1[CH:10]=[CH:9][C:5]([C:6](O)=[O:7])=[CH:4][C:3]=1[S:11](=[O:14])(=[O:13])[NH2:12].[CH2:15](N(CC)CC)C.F[P-](F)(F)(F)(F)F.[N:29]1([O:38][P+](N(C)C)(N(C)C)N(C)C)[C:33]2C=CC=CC=2N=N1. Product: [CH3:15][O:38][N:29]([CH3:33])[C:6](=[O:7])[C:5]1[CH:9]=[CH:10][C:2]([CH3:1])=[C:3]([S:11](=[O:14])(=[O:13])[NH2:12])[CH:4]=1. The catalyst class is: 2.